This data is from Peptide-MHC class II binding affinity with 134,281 pairs from IEDB. The task is: Regression. Given a peptide amino acid sequence and an MHC pseudo amino acid sequence, predict their binding affinity value. This is MHC class II binding data. The peptide sequence is EITGIMKDFDEPGHL. The MHC is DRB1_0901 with pseudo-sequence DRB1_0901. The binding affinity (normalized) is 0.106.